This data is from CYP2D6 inhibition data for predicting drug metabolism from PubChem BioAssay. The task is: Regression/Classification. Given a drug SMILES string, predict its absorption, distribution, metabolism, or excretion properties. Task type varies by dataset: regression for continuous measurements (e.g., permeability, clearance, half-life) or binary classification for categorical outcomes (e.g., BBB penetration, CYP inhibition). Dataset: cyp2d6_veith. (1) The molecule is CCCCC1(C)OC(=O)C(=Cc2ccc(N(C)C)cc2)C(=O)O1. The result is 0 (non-inhibitor). (2) The molecule is FC(F)(F)c1cc(-c2ccco2)nc(NCCc2ccccc2)n1. The result is 1 (inhibitor). (3) The drug is C/C(CC(=O)NCc1ccco1)=N\NC(=O)Cc1ccc(Cl)cc1. The result is 0 (non-inhibitor). (4) The molecule is COc1ccc2cc([C@H](C)C(=O)O)ccc2c1. The result is 0 (non-inhibitor).